This data is from Full USPTO retrosynthesis dataset with 1.9M reactions from patents (1976-2016). The task is: Predict the reactants needed to synthesize the given product. (1) Given the product [NH2:9][C:6]1[CH:7]=[CH:8][C:3]([O:2][CH3:1])=[CH:4][C:5]=1[C:21]([C:20]1[CH:23]=[CH:24][CH:25]=[C:18]([F:17])[CH:19]=1)=[O:30], predict the reactants needed to synthesize it. The reactants are: [CH3:1][O:2][C:3]1[CH:8]=[CH:7][C:6]([NH2:9])=[CH:5][CH:4]=1.B(Cl)(Cl)Cl.ClCCl.[F:17][C:18]1[CH:19]=[C:20]([CH:23]=[CH:24][CH:25]=1)[C:21]#N.[Al+3].[Cl-].[Cl-].[Cl-].[OH2:30]. (2) Given the product [CH3:39][O:40][C:41]([C:43]1([NH:52][C:5](=[O:7])[C:4]2[CH:8]=[C:9]([F:13])[C:10]([O:11][CH3:12])=[C:2]([Br:1])[CH:3]=2)[CH2:51][C:50]2[C:45](=[CH:46][CH:47]=[CH:48][CH:49]=2)[CH2:44]1)=[O:42], predict the reactants needed to synthesize it. The reactants are: [Br:1][C:2]1[CH:3]=[C:4]([CH:8]=[C:9]([F:13])[C:10]=1[O:11][CH3:12])[C:5]([OH:7])=O.F[P-](F)(F)(F)(F)F.N1(OC(N(C)C)=[N+](C)C)C2N=CC=CC=2N=N1.Cl.[CH3:39][O:40][C:41]([C:43]1([NH2:52])[CH2:51][C:50]2[C:45](=[CH:46][CH:47]=[CH:48][CH:49]=2)[CH2:44]1)=[O:42]. (3) Given the product [CH3:31][O:30][C:27]1[CH:28]=[CH:29][C:24]([N:14]([C:15]2[CH:23]=[CH:22][C:18]([C:19]([NH:32][C:33]3[CH:34]=[N:35][CH:36]=[CH:37][CH:38]=3)=[O:21])=[CH:17][CH:16]=2)[C:12](=[O:13])[O:11][C:7]([CH3:9])([CH3:10])[CH3:8])=[CH:25][CH:26]=1, predict the reactants needed to synthesize it. The reactants are: C(Cl)(=O)C(Cl)=O.[C:7]([O:11][C:12]([N:14]([C:24]1[CH:29]=[CH:28][C:27]([O:30][CH3:31])=[CH:26][CH:25]=1)[C:15]1[CH:23]=[CH:22][C:18]([C:19]([OH:21])=O)=[CH:17][CH:16]=1)=[O:13])([CH3:10])([CH3:9])[CH3:8].[NH2:32][C:33]1[CH:34]=[N:35][CH:36]=[CH:37][CH:38]=1.C(N(CC)CC)C. (4) Given the product [C:28]([NH:36][C:37]([NH:1][CH2:2][CH2:3][O:4][C:5]1[CH:6]=[CH:7][C:8]([C:12]2[NH:21][C:20](=[O:22])[C:19]3[C:14](=[CH:15][C:16]([O:25][CH3:26])=[CH:17][C:18]=3[O:23][CH3:24])[N:13]=2)=[CH:9][C:10]=1[CH3:11])=[S:38])(=[O:35])[C:29]1[CH:34]=[CH:33][CH:32]=[CH:31][CH:30]=1, predict the reactants needed to synthesize it. The reactants are: [NH2:1][CH2:2][CH2:3][O:4][C:5]1[C:10]([CH3:11])=[CH:9][C:8]([C:12]2[NH:21][C:20](=[O:22])[C:19]3[C:14](=[CH:15][C:16]([O:25][CH3:26])=[CH:17][C:18]=3[O:23][CH3:24])[N:13]=2)=[CH:7][C:6]=1C.[C:28]([N:36]=[C:37]=[S:38])(=[O:35])[C:29]1[CH:34]=[CH:33][CH:32]=[CH:31][CH:30]=1. (5) Given the product [C:44]([O:55][C:52]([NH:35][CH2:33][C:9]1[CH:10]=[CH:11][C:12]([CH2:22][C:20]([O:19][CH3:18])=[O:21])=[CH:13][CH:14]=1)=[O:54])([CH3:43])([CH3:45])[CH3:46], predict the reactants needed to synthesize it. The reactants are: [C:9]1(P(N=[N+]=[N-])([C:9]2[CH:14]=[CH:13][CH:12]=[CH:11][CH:10]=2)=O)[CH:14]=[CH:13][CH:12]=[CH:11][CH:10]=1.[CH3:18][O:19][C:20]([CH2:22]C1C=CC(CC(O)=O)=CC=1)=[O:21].[CH2:33]([N:35](CC)CC)C.N1[CH:45]=[CH:44][CH:43]=CC=1.[CH3:46]CCCCC.[C:52]([O:55]CC)(=[O:54])C. (6) Given the product [ClH:1].[OH:18][CH2:17][C:12]1([OH:16])[CH2:13][CH2:14][CH2:15][NH:9][CH2:10][CH2:11]1, predict the reactants needed to synthesize it. The reactants are: [ClH:1].C([N:9]1[CH2:15][CH2:14][CH2:13][C:12]([CH2:17][OH:18])([OH:16])[CH2:11][CH2:10]1)C1C=CC=CC=1.[H][H]. (7) Given the product [CH2:3]([C:7]1[N:8]=[N:9][C:10]([O:29][CH:30]2[CH2:35][CH2:34][N:33]([CH3:38])[CH2:32][CH2:31]2)=[CH:11][C:12]=1[C:13]1[CH:14]=[CH:15][C:16]([O:22][CH:23]2[CH2:28][CH2:27][CH2:26][CH2:25][CH2:24]2)=[C:17]([C:19](=[O:21])[CH3:20])[CH:18]=1)[CH2:4][CH2:5][CH3:6], predict the reactants needed to synthesize it. The reactants are: Cl.Cl.[CH2:3]([C:7]1[N:8]=[N:9][C:10]([O:29][CH:30]2[CH2:35][CH2:34][NH:33][CH2:32][CH2:31]2)=[CH:11][C:12]=1[C:13]1[CH:14]=[CH:15][C:16]([O:22][CH:23]2[CH2:28][CH2:27][CH2:26][CH2:25][CH2:24]2)=[C:17]([C:19](=[O:21])[CH3:20])[CH:18]=1)[CH2:4][CH2:5][CH3:6].C=O.[C:38](O[BH-](OC(=O)C)OC(=O)C)(=O)C.[Na+].C([O-])(O)=O.[Na+]. (8) Given the product [F:21][C:22]1[CH:27]=[CH:26][CH:25]=[CH:24][C:23]=1[C:2]1[N:7]=[CH:6][N:5]=[C:4]([N:8]2[CH2:13][CH2:12][N:11]([C:14]([O:16][C:17]([CH3:20])([CH3:19])[CH3:18])=[O:15])[CH2:10][CH2:9]2)[CH:3]=1, predict the reactants needed to synthesize it. The reactants are: Cl[C:2]1[N:7]=[CH:6][N:5]=[C:4]([N:8]2[CH2:13][CH2:12][N:11]([C:14]([O:16][C:17]([CH3:20])([CH3:19])[CH3:18])=[O:15])[CH2:10][CH2:9]2)[CH:3]=1.[F:21][C:22]1[CH:27]=[CH:26][CH:25]=[CH:24][C:23]=1B(O)O.C(=O)([O-])[O-].[Na+].[Na+].C1(C)C=CC=CC=1. (9) Given the product [O:13]1[C:12]2([CH2:17][CH2:18][CH:9]([NH2:8])[CH2:10][CH2:11]2)[O:16][CH2:15][CH2:14]1, predict the reactants needed to synthesize it. The reactants are: C1(C[NH:8][CH:9]2[CH2:18][CH2:17][C:12]3([O:16][CH2:15][CH2:14][O:13]3)[CH2:11][CH2:10]2)C=CC=CC=1. (10) Given the product [CH3:1][O:2][C:3]1[C:12]([CH3:13])=[C:11]2[C:6]([C:7]([O:21][CH:22]3[CH2:39][CH:38]4[N:24]([C:25](=[O:45])[N:26]([CH3:44])[CH2:27][CH2:28][CH2:29][CH2:30][CH:31]=[CH:32][CH:33]5[C:35]([C:41]([NH:52][S:49]([CH:46]6[CH2:48][CH2:47]6)(=[O:51])=[O:50])=[O:42])([NH:36][C:37]4=[O:40])[CH2:34]5)[CH2:23]3)=[N:8][C:9]([C:14]3[CH:19]=[CH:18][CH:17]=[C:16]([CH3:20])[N:15]=3)=[N:10]2)=[CH:5][CH:4]=1, predict the reactants needed to synthesize it. The reactants are: [CH3:1][O:2][C:3]1[C:12]([CH3:13])=[C:11]2[C:6]([C:7]([O:21][CH:22]3[CH2:39][CH:38]4[N:24]([C:25](=[O:45])[N:26]([CH3:44])[CH2:27][CH2:28][CH2:29][CH2:30][CH:31]=[CH:32][CH:33]5[C:35]([C:41](O)=[O:42])([NH:36][C:37]4=[O:40])[CH2:34]5)[CH2:23]3)=[N:8][C:9]([C:14]3[CH:19]=[CH:18][CH:17]=[C:16]([CH3:20])[N:15]=3)=[N:10]2)=[CH:5][CH:4]=1.[CH:46]1([S:49]([NH2:52])(=[O:51])=[O:50])[CH2:48][CH2:47]1.